This data is from Catalyst prediction with 721,799 reactions and 888 catalyst types from USPTO. The task is: Predict which catalyst facilitates the given reaction. Reactant: [C:1]([O:5][C:6](=[O:20])[NH:7][C@H:8]1[C:14](=[O:15])[NH:13][C:12]2[CH:16]=[CH:17][CH:18]=[CH:19][C:11]=2[CH2:10][CH2:9]1)([CH3:4])([CH3:3])[CH3:2].C(O)(=O)C.[Br:25]Br. Product: [C:1]([O:5][C:6](=[O:20])[NH:7][C@@H:8]1[CH2:9][CH2:10][C:11]2[CH:19]=[C:18]([Br:25])[CH:17]=[CH:16][C:12]=2[NH:13][C:14]1=[O:15])([CH3:4])([CH3:2])[CH3:3]. The catalyst class is: 13.